Dataset: Forward reaction prediction with 1.9M reactions from USPTO patents (1976-2016). Task: Predict the product of the given reaction. (1) Given the reactants Cl.[CH:2]1([N:7]2[C:11]3[N:12]=[C:13]([NH2:16])[N:14]=[CH:15][C:10]=3[C:9]3[CH:17]=[CH:18][N:19]=[CH:20][C:8]2=3)[CH2:6][CH2:5][CH2:4][CH2:3]1.Cl[C:22]1[N:42]=[CH:41][CH:40]=[CH:39][C:23]=1[C:24]([N:26]1[CH2:31][CH2:30][N:29](C(OC(C)(C)C)=O)[CH2:28][CH2:27]1)=[O:25], predict the reaction product. The product is: [CH:2]1([N:7]2[C:11]3[N:12]=[C:13]([NH:16][C:41]4[CH:40]=[CH:39][C:23]([C:24]([N:26]5[CH2:27][CH2:28][NH:29][CH2:30][CH2:31]5)=[O:25])=[CH:22][N:42]=4)[N:14]=[CH:15][C:10]=3[C:9]3[CH:17]=[CH:18][N:19]=[CH:20][C:8]2=3)[CH2:3][CH2:4][CH2:5][CH2:6]1. (2) Given the reactants [C:1]([O:5][C:6]([N:8]1[CH2:12][C@H:11]([O:13][C:14]2[C:23]3[C:18](=[CH:19][C:20]([O:24][CH3:25])=[CH:21][CH:22]=3)[N:17]=[C:16]([C:26]3[CH:31]=[CH:30][CH:29]=[CH:28][CH:27]=3)[CH:15]=2)[CH2:10][C@H:9]1[C:32](=[O:64])[NH:33][C@:34]1([C:39]([NH:41][S:42]([C:45]2[CH:50]=[CH:49][CH:48]=[CH:47][C:46]=2[NH:51][CH2:52][CH2:53][CH2:54][CH2:55][CH2:56][CH2:57][CH2:58][CH2:59][C:60]([O:62]C)=[O:61])(=[O:44])=[O:43])=[O:40])[CH2:36][C@H:35]1[CH:37]=[CH2:38])=[O:7])([CH3:4])([CH3:3])[CH3:2].[Li+].[OH-], predict the reaction product. The product is: [C:1]([O:5][C:6]([N:8]1[CH2:12][C@H:11]([O:13][C:14]2[C:23]3[C:18](=[CH:19][C:20]([O:24][CH3:25])=[CH:21][CH:22]=3)[N:17]=[C:16]([C:26]3[CH:31]=[CH:30][CH:29]=[CH:28][CH:27]=3)[CH:15]=2)[CH2:10][C@H:9]1[C:32](=[O:64])[NH:33][C@:34]1([C:39]([NH:41][S:42]([C:45]2[CH:50]=[CH:49][CH:48]=[CH:47][C:46]=2[NH:51][CH2:52][CH2:53][CH2:54][CH2:55][CH2:56][CH2:57][CH2:58][CH2:59][C:60]([OH:62])=[O:61])(=[O:44])=[O:43])=[O:40])[CH2:36][C@H:35]1[CH:37]=[CH2:38])=[O:7])([CH3:2])([CH3:3])[CH3:4]. (3) Given the reactants [O:1]=[S:2]1(=[O:23])[CH2:6][CH2:5][CH2:4][N:3]1[C:7]1[CH:16]=[CH:15][C:10]([C:11]([O:13]C)=O)=[C:9]([N:17]2[CH2:21][CH2:20][O:19][C:18]2=[O:22])[CH:8]=1.[OH-].[Na+].Cl.[CH3:27][C:28]1[C:29]([N:35]2[CH2:40][CH2:39][NH:38][CH2:37][CH2:36]2)=[N:30][CH:31]=[C:32]([CH3:34])[CH:33]=1.O.[Cl-].COC1N=C(OC)N=C([N+]2(C)CCOCC2)N=1, predict the reaction product. The product is: [CH3:27][C:28]1[C:29]([N:35]2[CH2:36][CH2:37][N:38]([C:11]([C:10]3[CH:15]=[CH:16][C:7]([N:3]4[CH2:4][CH2:5][CH2:6][S:2]4(=[O:23])=[O:1])=[CH:8][C:9]=3[N:17]3[CH2:21][CH2:20][O:19][C:18]3=[O:22])=[O:13])[CH2:39][CH2:40]2)=[N:30][CH:31]=[C:32]([CH3:34])[CH:33]=1. (4) Given the reactants Cl.[Cl:2][C:3]1[C:11]([CH3:12])=[N:10][C:9]2[N:5]([N:6]=[C:7]3[C:15]([CH3:17])([CH3:16])[N:14]([C:18]([C:20]4[CH:25]=[CH:24][CH:23]=[CH:22][C:21]=4[O:26][CH:27]4[CH2:32][CH2:31][NH:30][CH2:29][CH2:28]4)=[O:19])[CH2:13][C:8]3=2)[C:4]=1[CH3:33].C=O.[C:36](O[BH-](OC(=O)C)OC(=O)C)(=O)C.[Na+].CC(O)=O.[OH-].[Na+], predict the reaction product. The product is: [Cl:2][C:3]1[C:11]([CH3:12])=[N:10][C:9]2[N:5]([N:6]=[C:7]3[C:15]([CH3:16])([CH3:17])[N:14]([C:18]([C:20]4[CH:25]=[CH:24][CH:23]=[CH:22][C:21]=4[O:26][CH:27]4[CH2:28][CH2:29][N:30]([CH3:36])[CH2:31][CH2:32]4)=[O:19])[CH2:13][C:8]3=2)[C:4]=1[CH3:33]. (5) The product is: [CH3:31][O:32][CH2:33][O:21][C@H:9]1[CH2:8][C@H:7]2[C@@H:12]([C@@H:13]3[C@@H:4]([CH2:5][CH2:6]2)[CH2:3][C@@:2]2([CH3:1])[C:18](=[O:19])[CH2:17][CH2:16][C@@H:15]2[CH2:14]3)[CH2:11][CH2:10]1. Given the reactants [CH3:1][C@:2]12[C@@:18]3(C[O:19]3)[CH2:17][CH2:16][C@@H:15]1[CH2:14][C@H:13]1[C@@H:4]([CH2:5][CH2:6][C@@H:7]3[C@@H:12]1[CH2:11][CH2:10][C@@H:9]([OH:21])[CH2:8]3)[CH2:3]2.C(N(CC)C(C)C)(C)C.[CH3:31][O:32][CH2:33]Cl.O, predict the reaction product. (6) Given the reactants [NH:1]1[CH2:6][CH2:5][CH2:4][CH2:3][CH2:2]1.[OH-].[Na+].[C:9]1([CH2:15][CH2:16][CH2:17][CH2:18][O:19][C:20]2[CH:21]=[C:22]3[C:27](=[CH:28][CH:29]=2)[CH:26]=[C:25]([CH:30]=O)[CH:24]=[CH:23]3)[CH:14]=[CH:13][CH:12]=[CH:11][CH:10]=1, predict the reaction product. The product is: [C:9]1([CH2:15][CH2:16][CH2:17][CH2:18][O:19][C:20]2[CH:21]=[C:22]3[C:27](=[CH:28][CH:29]=2)[CH:26]=[C:25]([CH2:30][N:1]2[CH2:6][CH2:5][CH2:4][CH2:3][CH2:2]2)[CH:24]=[CH:23]3)[CH:10]=[CH:11][CH:12]=[CH:13][CH:14]=1. (7) Given the reactants [OH:1][C:2]1[CH:7]=[CH:6][C:5]([CH:8]2[CH2:10][CH:9]2[C:11]([O:13]CC)=[O:12])=[CH:4][CH:3]=1.Br[CH2:17][C:18]1[CH:37]=[CH:36][C:21]([O:22][CH2:23]/[C:24](/[C:28]2[CH:35]=[CH:34][C:31]([C:32]#[N:33])=[CH:30][CH:29]=2)=[N:25]\[O:26][CH3:27])=[CH:20][CH:19]=1, predict the reaction product. The product is: [C:32]([C:31]1[CH:30]=[CH:29][C:28](/[C:24](=[N:25]/[O:26][CH3:27])/[CH2:23][O:22][C:21]2[CH:36]=[CH:37][C:18]([CH2:17][O:1][C:2]3[CH:3]=[CH:4][C:5]([CH:8]4[CH2:10][CH:9]4[C:11]([OH:13])=[O:12])=[CH:6][CH:7]=3)=[CH:19][CH:20]=2)=[CH:35][CH:34]=1)#[N:33]. (8) Given the reactants [C:1]1([NH2:8])[CH:6]=[CH:5][CH:4]=[CH:3][C:2]=1[NH2:7].C(N(CC)C(C)C)(C)C.Br[C:19]([CH3:26])([CH3:25])[C:20](OCC)=[O:21].O, predict the reaction product. The product is: [CH3:25][C:19]1([CH3:26])[NH:8][C:1]2[C:2](=[CH:3][CH:4]=[CH:5][CH:6]=2)[NH:7][C:20]1=[O:21]. (9) The product is: [CH:13]1([N:1]2[CH:5]=[CH:4][CH:3]=[N:2]2)[CH2:16][CH2:15][CH2:14]1. Given the reactants [NH:1]1[CH:5]=[CH:4][CH:3]=[N:2]1.C([O-])([O-])=O.[Cs+].[Cs+].Br[CH:13]1[CH2:16][CH2:15][CH2:14]1, predict the reaction product. (10) Given the reactants [NH2:1][CH2:2][C:3]1[CH:18]=[CH:17][C:6]2[N:7]([CH2:12][CH2:13][CH:14]([CH3:16])[CH3:15])[C:8]([CH2:10][OH:11])=[N:9][C:5]=2[CH:4]=1.CCN(C(C)C)C(C)C.[CH3:28][C:29]([O:32][C:33](O[C:33]([O:32][C:29]([CH3:31])([CH3:30])[CH3:28])=[O:34])=[O:34])([CH3:31])[CH3:30], predict the reaction product. The product is: [C:29]([O:32][C:33](=[O:34])[NH:1][CH2:2][C:3]1[CH:18]=[CH:17][C:6]2[N:7]([CH2:12][CH2:13][CH:14]([CH3:15])[CH3:16])[C:8]([CH2:10][OH:11])=[N:9][C:5]=2[CH:4]=1)([CH3:31])([CH3:30])[CH3:28].